Dataset: Full USPTO retrosynthesis dataset with 1.9M reactions from patents (1976-2016). Task: Predict the reactants needed to synthesize the given product. (1) Given the product [CH2:1]([O:3][C:4](=[O:28])[CH2:5][CH2:6][CH2:7][CH2:8][CH2:9][C:10](=[O:27])[N:11]([CH2:12][C:20]([OH:22])=[O:21])[CH2:30][C:31]([OH:33])=[O:32])[CH3:2], predict the reactants needed to synthesize it. The reactants are: [CH2:1]([O:3][C:4](=[O:28])[CH2:5][CH2:6][CH2:7][CH2:8][CH2:9][C:10](=[O:27])[NH:11][CH:12]([C:20]([O:22]C(C)(C)C)=[O:21])C(OC(C)(C)C)=O)[CH3:2].F[C:30](F)(F)[C:31]([OH:33])=[O:32]. (2) Given the product [CH2:18]([N:7]1[CH2:6][CH2:5][C:4](=[O:3])[NH:14][C:13]2[CH:12]=[N:11][C:10]([Cl:17])=[N:9][C:8]1=2)[C:19]1[CH:24]=[CH:23][CH:22]=[CH:21][CH:20]=1, predict the reactants needed to synthesize it. The reactants are: C([O:3][C:4](=O)[CH2:5][CH2:6][N:7]([CH2:18][C:19]1[CH:24]=[CH:23][CH:22]=[CH:21][CH:20]=1)[C:8]1[C:13]([N+:14]([O-])=O)=[CH:12][N:11]=[C:10]([Cl:17])[N:9]=1)C.Cl. (3) Given the product [CH3:34][C:35]1[CH:40]=[C:39]([CH3:41])[CH:38]=[C:37]([CH3:42])[C:36]=1[NH:43][C:44]([NH:46][C:47]1[C:48]([C:57]([NH:60][C:61]2[CH:62]=[C:63]([CH:71]=[CH:72][CH:73]=2)[C:64]([O:66][C:67]([CH3:69])([CH3:70])[CH3:68])=[O:65])=[O:58])=[CH:49][C:50]2[C:55]([CH:56]=1)=[CH:54][CH:53]=[CH:52][CH:51]=2)=[O:45], predict the reactants needed to synthesize it. The reactants are: CN(C(ON1N=NC2C=CC=NC1=2)=[N+](C)C)C.F[P-](F)(F)(F)(F)F.C(N(CC)C(C)C)(C)C.[CH3:34][C:35]1[CH:40]=[C:39]([CH3:41])[CH:38]=[C:37]([CH3:42])[C:36]=1[NH:43][C:44]([NH:46][C:47]1[C:48]([C:57](O)=[O:58])=[CH:49][C:50]2[C:55]([CH:56]=1)=[CH:54][CH:53]=[CH:52][CH:51]=2)=[O:45].[NH2:60][C:61]1[CH:62]=[C:63]([CH:71]=[CH:72][CH:73]=1)[C:64]([O:66][C:67]([CH3:70])([CH3:69])[CH3:68])=[O:65].C([O-])(O)=O.[Na+]. (4) Given the product [CH2:12]([O:8][C:5]1[CH:6]=[CH:7][C:2]([CH3:1])=[C:3]([N+:9]([O-:11])=[O:10])[CH:4]=1)[CH2:13][CH2:14][CH3:15], predict the reactants needed to synthesize it. The reactants are: [CH3:1][C:2]1[CH:7]=[CH:6][C:5]([OH:8])=[CH:4][C:3]=1[N+:9]([O-:11])=[O:10].[CH2:12](Br)[CH2:13][CH2:14][CH3:15].C(=O)([O-])[O-].[Na+].[Na+].CN(C=O)C. (5) Given the product [Cl:15][C:16]1[C:17]([CH3:26])=[C:18]([C:19]([N:4]2[CH2:5][CH2:6][NH:1][C:2](=[O:7])[CH2:3]2)=[O:20])[CH:22]=[CH:23][C:24]=1[F:25], predict the reactants needed to synthesize it. The reactants are: [NH:1]1[CH2:6][CH2:5][NH:4][CH2:3][C:2]1=[O:7].C(N(CC)CC)C.[Cl:15][C:16]1[C:17]([CH3:26])=[C:18]([CH:22]=[CH:23][C:24]=1[F:25])[C:19](Cl)=[O:20].